Dataset: Merck oncology drug combination screen with 23,052 pairs across 39 cell lines. Task: Regression. Given two drug SMILES strings and cell line genomic features, predict the synergy score measuring deviation from expected non-interaction effect. (1) Drug 1: C#Cc1cccc(Nc2ncnc3cc(OCCOC)c(OCCOC)cc23)c1. Drug 2: Cc1nc(Nc2ncc(C(=O)Nc3c(C)cccc3Cl)s2)cc(N2CCN(CCO)CC2)n1. Cell line: HT144. Synergy scores: synergy=-44.3. (2) Drug 1: CC1(c2nc3c(C(N)=O)cccc3[nH]2)CCCN1. Drug 2: NC1CCCCC1N.O=C(O)C(=O)O.[Pt+2]. Cell line: SW620. Synergy scores: synergy=2.68. (3) Drug 1: O=P1(N(CCCl)CCCl)NCCCO1. Drug 2: Cn1nnc2c(C(N)=O)ncn2c1=O. Cell line: COLO320DM. Synergy scores: synergy=-4.64. (4) Drug 1: NC1(c2ccc(-c3nc4ccn5c(=O)[nH]nc5c4cc3-c3ccccc3)cc2)CCC1. Drug 2: COC1CC2CCC(C)C(O)(O2)C(=O)C(=O)N2CCCCC2C(=O)OC(C(C)CC2CCC(OP(C)(C)=O)C(OC)C2)CC(=O)C(C)C=C(C)C(O)C(OC)C(=O)C(C)CC(C)C=CC=CC=C1C. Cell line: NCIH460. Synergy scores: synergy=29.8. (5) Drug 1: Nc1ccn(C2OC(CO)C(O)C2(F)F)c(=O)n1. Drug 2: Cn1cc(-c2cnn3c(N)c(Br)c(C4CCCNC4)nc23)cn1. Cell line: SKOV3. Synergy scores: synergy=39.9. (6) Drug 1: NC(=O)c1cccc2cn(-c3ccc(C4CCCNC4)cc3)nc12. Drug 2: COC1CC2CCC(C)C(O)(O2)C(=O)C(=O)N2CCCCC2C(=O)OC(C(C)CC2CCC(OP(C)(C)=O)C(OC)C2)CC(=O)C(C)C=C(C)C(O)C(OC)C(=O)C(C)CC(C)C=CC=CC=C1C. Cell line: KPL1. Synergy scores: synergy=34.3. (7) Drug 1: NC1(c2ccc(-c3nc4ccn5c(=O)[nH]nc5c4cc3-c3ccccc3)cc2)CCC1. Drug 2: O=C(NOCC(O)CO)c1ccc(F)c(F)c1Nc1ccc(I)cc1F. Cell line: RPMI7951. Synergy scores: synergy=36.2.